Dataset: Full USPTO retrosynthesis dataset with 1.9M reactions from patents (1976-2016). Task: Predict the reactants needed to synthesize the given product. (1) Given the product [Cl:17][C:18]1[CH:23]=[C:22]([C:8]2[N:9]=[N:10][C:11]([Cl:14])=[CH:12][CH:13]=2)[CH:21]=[C:20]([Cl:24])[C:19]=1[OH:25], predict the reactants needed to synthesize it. The reactants are: BrC1C=C([C:8]2[N:9]=[N:10][C:11]([Cl:14])=[CH:12][CH:13]=2)C=C(Br)C=1O.[Cl:17][C:18]1[CH:23]=[CH:22][CH:21]=[C:20]([Cl:24])[C:19]=1[O:25]C. (2) Given the product [N:18]1[C:19]2[C:14](=[C:13]([NH:12][C:9]3[CH:10]=[CH:11][C:6]([C:5]([OH:23])=[O:4])=[CH:7][CH:8]=3)[CH:22]=[CH:21][CH:20]=2)[CH:15]=[CH:16][CH:17]=1, predict the reactants needed to synthesize it. The reactants are: [OH-].[Na+].C[O:4][C:5](=[O:23])[C:6]1[CH:11]=[CH:10][C:9]([NH:12][C:13]2[CH:22]=[CH:21][CH:20]=[C:19]3[C:14]=2[CH:15]=[CH:16][CH:17]=[N:18]3)=[CH:8][CH:7]=1. (3) Given the product [C:1]([C:5]1[CH:14]=[CH:13][C:8]([C:9]2[N:18]([CH2:17][C:27]3[CH:30]=[CH:31][C:24]([F:23])=[CH:25][CH:26]=3)[CH:20]=[N:12][N:11]=2)=[CH:7][CH:6]=1)([CH3:4])([CH3:3])[CH3:2], predict the reactants needed to synthesize it. The reactants are: [C:1]([C:5]1[CH:14]=[CH:13][C:8]([C:9]([NH:11][NH2:12])=O)=[CH:7][CH:6]=1)([CH3:4])([CH3:3])[CH3:2].CO[CH:17](OC)[N:18]([CH3:20])C.[F:23][C:24]1[CH:31]=[CH:30][C:27](CN)=[CH:26][CH:25]=1.C(O)(=O)C. (4) Given the product [F:1][C:2]1[CH:3]=[C:4]2[C:8](=[CH:9][CH:10]=1)[NH:7][C:6](=[O:11])/[C:5]/2=[CH:12]\[C:13]1[NH:17][C:16]2[CH2:18][CH2:19][CH2:20][CH2:21][CH2:22][C:15]=2[C:14]=1[CH2:23][CH2:24][C:25]([N:28]1[CH2:33][CH2:32][O:31][CH2:30][CH2:29]1)=[O:27], predict the reactants needed to synthesize it. The reactants are: [F:1][C:2]1[CH:3]=[C:4]2[C:8](=[CH:9][CH:10]=1)[NH:7][C:6](=[O:11])/[C:5]/2=[CH:12]\[C:13]1[NH:17][C:16]2[CH2:18][CH2:19][CH2:20][CH2:21][CH2:22][C:15]=2[C:14]=1[CH2:23][CH2:24][C:25]([OH:27])=O.[NH:28]1[CH2:33][CH2:32][O:31][CH2:30][CH2:29]1.CN(C)CCCN=C=NCC.ON1C2C=CC=CC=2N=N1. (5) Given the product [Cl:10][C:11]1[CH:16]=[CH:15][C:14]([C:7]2[C:5]([NH2:6])=[CH:4][CH:3]=[C:2]([Cl:1])[CH:8]=2)=[CH:13][CH:12]=1, predict the reactants needed to synthesize it. The reactants are: [Cl:1][C:2]1[CH:8]=[CH:7][C:5]([NH2:6])=[CH:4][CH:3]=1.[Cl-].[Cl:10][C:11]1[CH:16]=[CH:15][C:14]([N+]#N)=[CH:13][CH:12]=1. (6) Given the product [CH2:6]([O:8][C:9]1[CH:10]=[C:11]([C:17]([C:20]2[CH:25]=[CH:24][C:23]([O:26][CH3:27])=[C:22]([NH2:28])[CH:21]=2)=[CH:18][CH3:19])[CH:12]=[CH:13][C:14]=1[O:15][CH3:16])[CH3:7], predict the reactants needed to synthesize it. The reactants are: O.O.Cl[Sn]Cl.[CH2:6]([O:8][C:9]1[CH:10]=[C:11]([C:17]([C:20]2[CH:25]=[CH:24][C:23]([O:26][CH3:27])=[C:22]([N+:28]([O-])=O)[CH:21]=2)=[CH:18][CH3:19])[CH:12]=[CH:13][C:14]=1[O:15][CH3:16])[CH3:7].[OH-].[Na+]. (7) Given the product [Cl:1][C:2]1[CH:25]=[CH:24][C:5]([CH2:6][N:7]2[C:15]3[C:10](=[CH:11][C:12](/[CH:16]=[C:17]4/[C:18](=[O:23])[N:19]([CH2:40][C@@H:32]5[O:31][CH2:30][C@@H:35]6[CH2:36][O:37][CH2:38][CH2:39][N:34]6[CH2:33]5)[C:20](=[O:22])[S:21]/4)=[CH:13][CH:14]=3)[CH:9]=[N:8]2)=[C:4]([C:26]([F:27])([F:29])[F:28])[CH:3]=1, predict the reactants needed to synthesize it. The reactants are: [Cl:1][C:2]1[CH:25]=[CH:24][C:5]([CH2:6][N:7]2[C:15]3[C:10](=[CH:11][C:12](/[CH:16]=[C:17]4/[C:18](=[O:23])[NH:19][C:20](=[O:22])[S:21]/4)=[CH:13][CH:14]=3)[CH:9]=[N:8]2)=[C:4]([C:26]([F:29])([F:28])[F:27])[CH:3]=1.[CH2:30]1[C@@H:35]2[CH2:36][O:37][CH2:38][CH2:39][N:34]2[CH2:33][C@H:32]([CH2:40]O)[O:31]1.